Dataset: Forward reaction prediction with 1.9M reactions from USPTO patents (1976-2016). Task: Predict the product of the given reaction. (1) The product is: [C:15]([NH:18][C:19]1[N:23]([C@@H:24]2[CH2:29][CH2:28][CH2:27][N:26]([C:30]([O:32][CH2:33][C:34]3[CH:39]=[CH:38][CH:37]=[CH:36][CH:35]=3)=[O:31])[CH2:25]2)[N:22]=[C:21]([C:40]2[CH:41]=[CH:42][C:43]([O:46][C:5]3[CH:4]=[CH:3][C:2]([Cl:1])=[CH:7][N:6]=3)=[CH:44][CH:45]=2)[C:20]=1[C:47]#[N:48])(=[O:17])[CH3:16]. Given the reactants [Cl:1][C:2]1[CH:3]=[CH:4][C:5](F)=[N:6][CH:7]=1.C([O-])([O-])=O.[Cs+].[Cs+].[C:15]([NH:18][C:19]1[N:23]([C@@H:24]2[CH2:29][CH2:28][CH2:27][N:26]([C:30]([O:32][CH2:33][C:34]3[CH:39]=[CH:38][CH:37]=[CH:36][CH:35]=3)=[O:31])[CH2:25]2)[N:22]=[C:21]([C:40]2[CH:45]=[CH:44][C:43]([OH:46])=[CH:42][CH:41]=2)[C:20]=1[C:47]#[N:48])(=[O:17])[CH3:16], predict the reaction product. (2) Given the reactants [CH3:1][O:2][C:3]1[CH:4]=[C:5]2[C:9](=[CH:10][CH:11]=1)[C:8](=O)[CH2:7][CH2:6]2.Br[CH2:14][C:15]([O:17][CH3:18])=[O:16], predict the reaction product. The product is: [CH3:1][O:2][C:3]1[CH:4]=[C:5]2[C:9](=[CH:10][CH:11]=1)/[C:8](=[CH:14]/[C:15]([O:17][CH3:18])=[O:16])/[CH2:7][CH2:6]2. (3) Given the reactants [N+:1]([CH2:4][C@@:5]1([CH2:17][C:18]([O:20][C:21]([CH3:24])([CH3:23])[CH3:22])=[O:19])[CH2:11][C@H:10]2[C@@H:6]1[CH:7]=[C:8]([CH:12]1[CH2:16][CH2:15][CH2:14][CH2:13]1)[CH2:9]2)([O-])=O.[Cl-].[NH4+], predict the reaction product. The product is: [NH2:1][CH2:4][C@@:5]1([CH2:17][C:18]([O:20][C:21]([CH3:24])([CH3:23])[CH3:22])=[O:19])[CH2:11][C@H:10]2[C@@H:6]1[CH:7]=[C:8]([CH:12]1[CH2:16][CH2:15][CH2:14][CH2:13]1)[CH2:9]2. (4) Given the reactants [NH2:1][C:2]1[C:3]([O:28][C:29]2[CH:34]=[CH:33][C:32]([F:35])=[CH:31][C:30]=2[F:36])=[C:4]([C:9]2[C:10]3[C:11](=[N:17][N:18](COCC[Si](C)(C)C)[CH:19]=3)[C:12](=[O:16])[N:13]([CH3:15])[CH:14]=2)[CH:5]=[CH:6][C:7]=1[NH2:8].[N:37]([O-])=O.[Na+], predict the reaction product. The product is: [F:36][C:30]1[CH:31]=[C:32]([F:35])[CH:33]=[CH:34][C:29]=1[O:28][C:3]1[C:2]2[N:1]=[N:37][NH:8][C:7]=2[CH:6]=[CH:5][C:4]=1[C:9]1[C:10]2[CH:19]=[N:18][NH:17][C:11]=2[C:12](=[O:16])[N:13]([CH3:15])[CH:14]=1. (5) Given the reactants [CH3:1][C:2]1[C:3]([C@H:8]2[CH2:13][CH2:12][CH2:11][C@@H:10]([C:14]3[C:19]([CH3:20])=[CH:18][CH:17]=[CH:16][N:15]=3)[N:9]2[CH2:21][C:22]2[CH:29]=[CH:28][C:25]([C:26]#[N:27])=[C:24]([O:30][N:31]=C(C)C)[CH:23]=2)=[N:4][CH:5]=[CH:6][CH:7]=1.Cl, predict the reaction product. The product is: [CH3:1][C:2]1[C:3]([C@@H:8]2[CH2:13][CH2:12][CH2:11][C@H:10]([C:14]3[C:19]([CH3:20])=[CH:18][CH:17]=[CH:16][N:15]=3)[N:9]2[CH2:21][C:22]2[CH:29]=[CH:28][C:25]3[C:26]([NH2:27])=[N:31][O:30][C:24]=3[CH:23]=2)=[N:4][CH:5]=[CH:6][CH:7]=1. (6) The product is: [Cl:1][C:2]1[CH:3]=[CH:4][C:5]([C:8]2[N:9]([CH2:23][C@H:24]([OH:29])[C:25]([F:26])([F:28])[F:27])[C:10](=[O:22])[N:11]([CH2:13][C:14]3[N:18]=[C:17]([CH:19]([OH:21])[CH3:20])[N:16]([C:33]4[CH:34]=[CH:35][CH:36]=[CH:37][C:32]=4[C:31]([F:42])([F:41])[F:30])[N:15]=3)[N:12]=2)=[CH:6][CH:7]=1. Given the reactants [Cl:1][C:2]1[CH:7]=[CH:6][C:5]([C:8]2[N:9]([CH2:23][C@H:24]([OH:29])[C:25]([F:28])([F:27])[F:26])[C:10](=[O:22])[N:11]([CH2:13][C:14]3[N:18]=[C:17]([CH:19]([OH:21])[CH3:20])[NH:16][N:15]=3)[N:12]=2)=[CH:4][CH:3]=1.[F:30][C:31]([F:42])([F:41])[C:32]1[CH:37]=[CH:36][CH:35]=[CH:34][C:33]=1B(O)O.B(O)O, predict the reaction product. (7) Given the reactants [NH:1]1[C:10]2[C:5](=[CH:6][CH:7]=[CH:8][CH:9]=2)[CH2:4][CH:3]([NH:11]C(=O)OC(C)(C)C)[CH2:2]1.[ClH:19], predict the reaction product. The product is: [ClH:19].[ClH:19].[NH:1]1[C:10]2[C:5](=[CH:6][CH:7]=[CH:8][CH:9]=2)[CH2:4][CH:3]([NH2:11])[CH2:2]1.